Dataset: Full USPTO retrosynthesis dataset with 1.9M reactions from patents (1976-2016). Task: Predict the reactants needed to synthesize the given product. (1) The reactants are: [C:1]([CH2:3][C:4]([NH:6][CH2:7][CH2:8][CH2:9][CH2:10][CH2:11][C:12]([OH:14])=[O:13])=[O:5])#[N:2].[CH3:15][N:16]([CH3:27])[C:17]1[CH:18]=[C:19]([CH:22]=[CH:23][C:24]=1[O:25][CH3:26])[CH:20]=O.N1CCCCC1. Given the product [C:1]([C:3](=[CH:20][C:19]1[CH:22]=[CH:23][C:24]([O:25][CH3:26])=[C:17]([N:16]([CH3:27])[CH3:15])[CH:18]=1)[C:4]([NH:6][CH2:7][CH2:8][CH2:9][CH2:10][CH2:11][C:12]([OH:14])=[O:13])=[O:5])#[N:2], predict the reactants needed to synthesize it. (2) Given the product [NH2:19][C:20]1[C:25]([C:26]([NH2:28])=[O:27])=[C:24]([NH:18][CH:16]([C:8]2[CH:9]=[C:10]3[N:15]([C:7]=2[C:2]2[CH:3]=[CH:4][CH:5]=[CH:6][N:1]=2)[CH:14]=[CH:13][CH:12]=[CH:11]3)[CH3:17])[N:23]=[CH:22][N:21]=1, predict the reactants needed to synthesize it. The reactants are: [N:1]1[CH:6]=[CH:5][CH:4]=[CH:3][C:2]=1[C:7]1[N:15]2[C:10]([CH:11]=[CH:12][CH:13]=[CH:14]2)=[CH:9][C:8]=1[CH:16]([NH2:18])[CH3:17].[NH2:19][C:20]1[C:25]([C:26]([NH2:28])=[O:27])=[C:24](Cl)[N:23]=[CH:22][N:21]=1.NC1C(C(O)=O)=C(Cl)N=CN=1.CCN(C(C)C)C(C)C. (3) Given the product [Cl:1][C:2]1[CH:3]=[CH:4][C:5]([CH2:6][C:7]2[N:8]=[C:9]([C:18]3[CH:23]=[CH:22][N:21]=[CH:20][CH:19]=3)[S:10][C:11]=2[CH:12]=[O:13])=[CH:24][CH:25]=1, predict the reactants needed to synthesize it. The reactants are: [Cl:1][C:2]1[CH:25]=[CH:24][C:5]([CH2:6][C:7]2[N:8]=[C:9]([C:18]3[CH:23]=[CH:22][N:21]=[CH:20][CH:19]=3)[S:10][C:11]=2[C:12](N(OC)C)=[O:13])=[CH:4][CH:3]=1.[H-].C([Al+]CC(C)C)C(C)C.CCCCCC. (4) Given the product [CH2:1]([O:5][C:6]1[C:11]2[C:12]([O:15][CH2:17][CH:18]3[CH2:23][CH2:22][N:21]([C:24]([O:26][C:27]([CH3:28])([CH3:30])[CH3:29])=[O:25])[CH2:20][CH2:19]3)=[N:13][O:14][C:10]=2[CH:9]=[CH:8][CH:7]=1)[CH:2]([CH3:4])[CH3:3], predict the reactants needed to synthesize it. The reactants are: [CH2:1]([O:5][C:6]1[C:11]2[C:12]([OH:15])=[N:13][O:14][C:10]=2[CH:9]=[CH:8][CH:7]=1)[CH:2]([CH3:4])[CH3:3].O[CH2:17][CH:18]1[CH2:23][CH2:22][N:21]([C:24]([O:26][C:27]([CH3:30])([CH3:29])[CH3:28])=[O:25])[CH2:20][CH2:19]1.OCCC1CCN(C(OC(C)(C)C)=O)CC1. (5) Given the product [CH3:13][C:14]1[CH:15]=[C:10]([CH3:11])[N:9]=[C:8]([N:3]2[CH2:4][CH:5]3[CH:1]([CH2:7][NH:6]3)[CH2:2]2)[N:20]=1, predict the reactants needed to synthesize it. The reactants are: [CH:1]12[CH2:7][NH:6][CH:5]1[CH2:4][N:3]([C:8]1C=N[C:15]3[C:10](=[CH:11]C=[CH:13][CH:14]=3)[N:9]=1)[CH2:2]2.ClC1N=C(C)C=C(C)[N:20]=1. (6) Given the product [CH3:25][O:18][C:17]([C:16]1[CH:20]=[C:21]([OH:24])[C:22]2[O:23][C:1]([CH3:2])=[N:13][C:14]=2[CH:15]=1)=[O:19].[O:9]1[C:10]2[CH:11]=[CH:20][CH:21]=[CH:22][C:14]=2[N:13]=[CH:1]1, predict the reactants needed to synthesize it. The reactants are: [C:1]([O:9][CH2:10][CH3:11])(OCC)(OCC)[CH3:2].Cl.[NH2:13][C:14]1[CH:15]=[C:16]([CH:20]=[C:21]([OH:24])[C:22]=1[OH:23])[C:17]([OH:19])=[O:18].[CH3:25]CCCCC.